From a dataset of Forward reaction prediction with 1.9M reactions from USPTO patents (1976-2016). Predict the product of the given reaction. (1) Given the reactants [CH3:1][O:2][C:3]1[CH:4]=[C:5]([CH:9]=[CH:10][C:11]=1[C:12]([CH3:15])([CH3:14])[CH3:13])[C:6](Cl)=[O:7].[CH2:16]([C@@:20]1([C:36]([O:38]C(C)(C)C)=[O:37])[CH2:24][C@H:23]([C:25]2[N:29]=[C:28]([CH3:30])[S:27][N:26]=2)[C@H:22]([C:31]2[S:32][CH:33]=[CH:34][N:35]=2)[NH:21]1)[CH:17]([CH3:19])[CH3:18].C(N(CC)CC)C, predict the reaction product. The product is: [CH2:16]([C@@:20]1([C:36]([OH:38])=[O:37])[CH2:24][C@H:23]([C:25]2[N:29]=[C:28]([CH3:30])[S:27][N:26]=2)[C@H:22]([C:31]2[S:32][CH:33]=[CH:34][N:35]=2)[N:21]1[C:6](=[O:7])[C:5]1[CH:9]=[CH:10][C:11]([C:12]([CH3:15])([CH3:14])[CH3:13])=[C:3]([O:2][CH3:1])[CH:4]=1)[CH:17]([CH3:19])[CH3:18]. (2) Given the reactants [Cl:1][C:2]1[CH:7]=[CH:6][CH:5]=[CH:4][C:3]=1[CH:8]([C:10]1[C:11]([F:18])=[N:12][C:13]([F:17])=[CH:14][C:15]=1[F:16])[OH:9], predict the reaction product. The product is: [Cl:1][C:2]1[CH:7]=[CH:6][CH:5]=[CH:4][C:3]=1[C:8]([C:10]1[C:11]([F:18])=[N:12][C:13]([F:17])=[CH:14][C:15]=1[F:16])=[O:9]. (3) Given the reactants Cl[C:2]1[N:3]=[CH:4][C:5]2[N:11]([CH3:12])[C:10](=[O:13])[C:9]([F:15])([F:14])[CH2:8][N:7]([CH:16]3[CH2:21][CH2:20][CH2:19][CH2:18][CH2:17]3)[C:6]=2[N:22]=1.O.C1(C)C(S(O)(=O)=O)=CC=CC=1.[NH2:35][C:36]1[CH:51]=[CH:50][C:39]([C:40]([NH:42][CH:43]2[CH2:48][CH2:47][N:46]([CH3:49])[CH2:45][CH2:44]2)=[O:41])=[CH:38][CH:37]=1, predict the reaction product. The product is: [CH:16]1([N:7]2[CH2:8][C:9]([F:15])([F:14])[C:10](=[O:13])[N:11]([CH3:12])[C:5]3[CH:4]=[N:3][C:2]([NH:35][C:36]4[CH:37]=[CH:38][C:39]([C:40]([NH:42][CH:43]5[CH2:48][CH2:47][N:46]([CH3:49])[CH2:45][CH2:44]5)=[O:41])=[CH:50][CH:51]=4)=[N:22][C:6]2=3)[CH2:21][CH2:20][CH2:19][CH2:18][CH2:17]1. (4) Given the reactants [CH:1]1([C:4]2[CH:25]=[CH:24][C:7]([O:8][CH:9]3[CH2:13][CH2:12][N:11]([C:14]4[CH:19]=[CH:18][C:17]([OH:20])=[C:16]([O:21][CH3:22])[CH:15]=4)[C:10]3=[O:23])=[CH:6][CH:5]=2)[CH2:3][CH2:2]1.C(=O)([O-])[O-].[K+].[K+].Br[CH2:33][CH2:34][OH:35], predict the reaction product. The product is: [CH:1]1([C:4]2[CH:25]=[CH:24][C:7]([O:8][CH:9]3[CH2:13][CH2:12][N:11]([C:14]4[CH:19]=[CH:18][C:17]([O:20][CH2:33][CH2:34][OH:35])=[C:16]([O:21][CH3:22])[CH:15]=4)[C:10]3=[O:23])=[CH:6][CH:5]=2)[CH2:2][CH2:3]1. (5) Given the reactants [CH3:1][C:2]1[CH:7]=[C:6]([OH:8])[N:5]=[C:4]2[NH:9][N:10]=[C:11]([OH:12])[C:3]=12.[F:13][C:14]([F:25])([F:24])[CH:15]1[CH2:20][CH2:19][N:18]([C:21](Cl)=[O:22])[CH2:17][CH2:16]1.C(N(CC)CC)C, predict the reaction product. The product is: [OH:8][C:6]1[N:5]=[C:4]2[NH:9][N:10]=[C:11]([O:12][C:21]([N:18]3[CH2:17][CH2:16][CH:15]([C:14]([F:24])([F:13])[F:25])[CH2:20][CH2:19]3)=[O:22])[C:3]2=[C:2]([CH3:1])[CH:7]=1.